Dataset: Retrosynthesis with 50K atom-mapped reactions and 10 reaction types from USPTO. Task: Predict the reactants needed to synthesize the given product. (1) The reactants are: Cc1ccc([N+](=O)[O-])c(N)n1. Given the product Cc1ccc(N)c(N)n1, predict the reactants needed to synthesize it. (2) Given the product COC(=O)C[C@@H]1COc2cc(O[C@@H]3CCc4c3cccc4-n3ccccc3=O)ccc21, predict the reactants needed to synthesize it. The reactants are: COC(=O)C[C@@H]1COc2cc(O)ccc21.O=c1ccccn1-c1cccc2c1CC[C@@H]2O. (3) Given the product CCOC(=O)c1cc(COC(=O)NC2CC3(CCN(c4ccc(-c5ccc(F)cc5)cn4)C3)C2)on1, predict the reactants needed to synthesize it. The reactants are: CCOC(=O)c1cc(COC(=O)NC2CC3(CCNC3)C2)on1.Fc1ccc(-c2ccc(F)nc2)cc1. (4) Given the product CC1(C)CNCCN1Cc1ccccc1, predict the reactants needed to synthesize it. The reactants are: CC1(C)C(=O)NCCN1Cc1ccccc1. (5) The reactants are: CC(=O)O.C[C@@H](c1ccc(-c2ccc(N)c(N)c2)cc1)N1CC[C@](CC(C)(C)O)(c2ccccc2)OC1=O. Given the product Cc1nc2ccc(-c3ccc([C@H](C)N4CC[C@](CC(C)(C)O)(c5ccccc5)OC4=O)cc3)cc2[nH]1, predict the reactants needed to synthesize it.